From a dataset of Forward reaction prediction with 1.9M reactions from USPTO patents (1976-2016). Predict the product of the given reaction. (1) The product is: [CH2:7]([N:6]1[C:2]2=[N:1][C:17]([C:18]([CH3:21])([CH3:20])[CH3:19])=[N:16][C:14]([N:28]3[CH2:29][CH2:30][C:26]([F:31])([F:25])[CH2:27]3)=[C:3]2[CH:4]=[N:5]1)[C:8]1[CH:13]=[CH:12][CH:11]=[CH:10][CH:9]=1. Given the reactants [NH2:1][C:2]1[N:6]([CH2:7][C:8]2[CH:13]=[CH:12][CH:11]=[CH:10][CH:9]=2)[N:5]=[CH:4][C:3]=1[C:14]([NH2:16])=O.[C:17](Cl)(=O)[C:18]([CH3:21])([CH3:20])[CH3:19].Cl.[F:25][C:26]1([F:31])[CH2:30][CH2:29][NH:28][CH2:27]1, predict the reaction product. (2) Given the reactants [NH:1]1[C:9]2[CH:8]=[CH:7][N:6]=[CH:5][C:4]=2[CH:3]=[CH:2]1.[Cl:10][C:11]1[CH:19]=[C:18]([C:20](=[O:22])[NH2:21])[CH:17]=[C:16]([Cl:23])[C:12]=1[C:13](O)=[O:14], predict the reaction product. The product is: [Cl:10][C:11]1[CH:19]=[C:18]([CH:17]=[C:16]([Cl:23])[C:12]=1[C:13]([N:1]1[C:9]2[CH:8]=[CH:7][N:6]=[CH:5][C:4]=2[CH:3]=[CH:2]1)=[O:14])[C:20]([NH2:21])=[O:22]. (3) Given the reactants [C:1]([C:5]1[CH:10]=[CH:9][C:8]([S:11]([CH2:14][C:15]#[N:16])(=[O:13])=[O:12])=[CH:7][CH:6]=1)([CH3:4])([CH3:3])[CH3:2].ClC1C=C[C:21]([S:24]([CH2:27]C#N)(=[O:26])=[O:25])=CC=1, predict the reaction product. The product is: [C:1]([C:5]1[CH:10]=[CH:9][C:8]([S:11]([C:14](=[C:27]([S:11]([CH3:8])(=[O:13])=[O:12])[S:24]([CH3:21])(=[O:26])=[O:25])[C:15]#[N:16])(=[O:13])=[O:12])=[CH:7][CH:6]=1)([CH3:4])([CH3:2])[CH3:3]. (4) Given the reactants [C:1]1([C@H:7]2[C:16]3[C:11](=[CH:12][CH:13]=[CH:14][CH:15]=3)[CH2:10][CH2:9][NH:8]2)[CH:6]=[CH:5][CH:4]=[CH:3][CH:2]=1.[C:17](OC([O-])=O)([O:19][C:20]([CH3:23])([CH3:22])[CH3:21])=[O:18].C1(C)C=CC=CC=1.C(=O)([O-])[O-].[K+].[K+], predict the reaction product. The product is: [CH3:21][C:20]([O:19][C:17]([N:8]1[CH2:9][CH2:10][C:11]2[C:16](=[CH:15][CH:14]=[CH:13][CH:12]=2)[C@@H:7]1[C:1]1[CH:2]=[CH:3][CH:4]=[CH:5][CH:6]=1)=[O:18])([CH3:23])[CH3:22]. (5) Given the reactants C[O:2][C:3](=[O:32])[C:4]1[CH:9]=[CH:8][CH:7]=[C:6]([CH2:10][N:11]2[C:19]3[C:14](=[CH:15][CH:16]=[CH:17][CH:18]=3)[C:13](=[C:20]([C:24]3[CH:29]=[CH:28][C:27]([Cl:30])=[CH:26][CH:25]=3)[CH:21]([CH3:23])[CH3:22])[C:12]2=[O:31])[CH:5]=1.[OH-].[Li+], predict the reaction product. The product is: [Cl:30][C:27]1[CH:26]=[CH:25][C:24]([C:20](=[C:13]2[C:14]3[C:19](=[CH:18][CH:17]=[CH:16][CH:15]=3)[N:11]([CH2:10][C:6]3[CH:5]=[C:4]([CH:9]=[CH:8][CH:7]=3)[C:3]([OH:32])=[O:2])[C:12]2=[O:31])[CH:21]([CH3:23])[CH3:22])=[CH:29][CH:28]=1. (6) Given the reactants C(OC(=O)[NH:7][C:8]1[C:17]2[C:12](=[CH:13][CH:14]=[CH:15][CH:16]=2)[C:11]([O:18][CH2:19][CH2:20][N:21]2[CH2:26][CH2:25][CH2:24][CH2:23][CH2:22]2)=[CH:10][CH:9]=1)(C)(C)C.Cl, predict the reaction product. The product is: [N:21]1([CH2:20][CH2:19][O:18][C:11]2[C:12]3[C:17](=[CH:16][CH:15]=[CH:14][CH:13]=3)[C:8]([NH2:7])=[CH:9][CH:10]=2)[CH2:26][CH2:25][CH2:24][CH2:23][CH2:22]1.